Dataset: Forward reaction prediction with 1.9M reactions from USPTO patents (1976-2016). Task: Predict the product of the given reaction. (1) Given the reactants O=C1C2C(=CC=CC=2)C(=O)[N:3]1[CH2:12][CH2:13][CH:14]([OH:28])[CH2:15][O:16][C:17]1[CH:24]=[C:23]([N+:25]([O-])=O)[CH:22]=[CH:21][C:18]=1[C:19]#[N:20].NN, predict the reaction product. The product is: [NH2:25][C:23]1[CH:22]=[CH:21][C:18]([C:19]#[N:20])=[C:17]([O:16][CH2:15][CH:14]([OH:28])[CH2:13][CH2:12][NH2:3])[CH:24]=1. (2) Given the reactants [F:1][C:2]1[CH:7]=[CH:6][C:5]([C:8](=[O:24])[NH:9][CH2:10][C:11]2[CH:16]=[CH:15][CH:14]=[CH:13][C:12]=2[N:17]2[CH2:22][CH2:21][N:20]([CH3:23])[CH2:19][CH2:18]2)=[CH:4][C:3]=1[NH:25][C:26]([C:28]1[N:32]2[CH:33]=[CH:34][C:35]([C:37]3[CH:38]=[N:39][N:40]([CH3:42])[CH:41]=3)=[CH:36][C:31]2=[N:30][CH:29]=1)=[O:27].[ClH:43].CCOCC, predict the reaction product. The product is: [ClH:43].[F:1][C:2]1[CH:7]=[CH:6][C:5]([C:8](=[O:24])[NH:9][CH2:10][C:11]2[CH:16]=[CH:15][CH:14]=[CH:13][C:12]=2[N:17]2[CH2:18][CH2:19][N:20]([CH3:23])[CH2:21][CH2:22]2)=[CH:4][C:3]=1[NH:25][C:26]([C:28]1[N:32]2[CH:33]=[CH:34][C:35]([C:37]3[CH:38]=[N:39][N:40]([CH3:42])[CH:41]=3)=[CH:36][C:31]2=[N:30][CH:29]=1)=[O:27]. (3) Given the reactants [CH:1]1[CH:2]=[CH:3][C:4]2[NH:9][C:8]([OH:10])=[C:7]([C:11]3[C:19](=O)[C:18]4[CH:17]=[CH:16][CH:15]=[CH:14][C:13]=4[N:12]=3)[C:5]=2[CH:6]=1.Cl.[NH2:22][OH:23].[OH-].[K+].O, predict the reaction product. The product is: [CH:1]1[CH:2]=[CH:3][C:4]2[NH:9][C:8]([OH:10])=[C:7]([C:11]3[NH:12][C:13]4[CH:14]=[CH:15][CH:16]=[CH:17][C:18]=4[C:19]=3[N:22]=[O:23])[C:5]=2[CH:6]=1. (4) Given the reactants CS(O)(=O)=O.CS(O)(=O)=O.[NH2:11][C:12]1[C:19](=[O:20])[N:15]2[CH2:16][CH2:17][CH2:18][N:14]2[C:13]=1[NH2:21].[OH:22][CH2:23][CH2:24][NH:25][C:26]1[CH:27]=[CH:28][C:29]([O:33][CH3:34])=[C:30](O)[CH:31]=1.[NH3:35].OO, predict the reaction product. The product is: [NH2:21][C:13]1[N:14]2[CH2:18][CH2:17][CH2:16][N:15]2[C:19](=[O:20])[C:12]=1/[N:11]=[C:27]1/[C:26]([NH:25][CH2:24][CH2:23][OH:22])=[CH:31][C:30](=[NH:35])[C:29]([O:33][CH3:34])=[CH:28]/1.